The task is: Predict the product of the given reaction.. This data is from Forward reaction prediction with 1.9M reactions from USPTO patents (1976-2016). (1) Given the reactants [OH:1][CH2:2][CH2:3][C:4]1[N:8]([CH2:9][C:10]2[CH:17]=[CH:16][C:13]([C:14]#[N:15])=[CH:12][CH:11]=2)[CH:7]=[N:6][CH:5]=1.O[C:19]1[C:20]([CH2:30][CH2:31][C:32]2[CH:37]=[CH:36][CH:35]=[CH:34][CH:33]=2)=[C:21]2[C:26](=[CH:27][CH:28]=1)[C:25](=[O:29])[CH2:24][CH2:23][CH2:22]2.C1(P(C2C=CC=CC=2)C2C=CC=CC=2)C=CC=CC=1.N(C(OC(C)C)=O)=NC(OC(C)C)=O, predict the reaction product. The product is: [O:29]=[C:25]1[CH2:24][CH2:23][CH2:22][C:21]2[C:20]([CH2:30][CH2:31][C:32]3[CH:33]=[CH:34][CH:35]=[CH:36][CH:37]=3)=[C:19]([O:1][CH2:2][CH2:3][C:4]3[N:8]([CH2:9][C:10]4[CH:17]=[CH:16][C:13]([C:14]#[N:15])=[CH:12][CH:11]=4)[CH:7]=[N:6][CH:5]=3)[CH:28]=[CH:27][C:26]1=2. (2) Given the reactants [O:1]=[C:2]1[N:8]([CH:9]2[CH2:14][CH2:13][N:12]([C:15]([O:17][C@H:18]([CH2:37][C:38]3[CH:43]=[C:42]([CH3:44])[C:41]([OH:45])=[C:40]([CH3:46])[CH:39]=3)[C:19]([N:21]3[CH2:26][CH2:25][N:24]([CH:27]4[CH2:32][CH2:31][N:30]([CH2:33][C:34]([OH:36])=[O:35])[CH2:29][CH2:28]4)[CH2:23][CH2:22]3)=[O:20])=[O:16])[CH2:11][CH2:10]2)[CH2:7][CH2:6][C:5]2[CH:47]=[CH:48][CH:49]=[CH:50][C:4]=2[NH:3]1.[CH2:51](O)[CH2:52][CH2:53][CH2:54][CH2:55][CH3:56].C([O-])(O)=O.[Na+], predict the reaction product. The product is: [O:1]=[C:2]1[N:8]([CH:9]2[CH2:10][CH2:11][N:12]([C:15]([O:17][C@H:18]([CH2:37][C:38]3[CH:43]=[C:42]([CH3:44])[C:41]([OH:45])=[C:40]([CH3:46])[CH:39]=3)[C:19]([N:21]3[CH2:26][CH2:25][N:24]([CH:27]4[CH2:28][CH2:29][N:30]([CH2:33][C:34]([O:36][CH2:51][CH2:52][CH2:53][CH2:54][CH2:55][CH3:56])=[O:35])[CH2:31][CH2:32]4)[CH2:23][CH2:22]3)=[O:20])=[O:16])[CH2:13][CH2:14]2)[CH2:7][CH2:6][C:5]2[CH:47]=[CH:48][CH:49]=[CH:50][C:4]=2[NH:3]1. (3) Given the reactants Br[C:2]1[CH:7]=[CH:6][CH:5]=[CH:4][N:3]=1.[CH2:8]([C:12]1[S:13][C:14]2[CH:20]=[CH:19][C:18]([F:21])=[CH:17][C:15]=2[N:16]=1)[CH2:9][C:10]#[CH:11], predict the reaction product. The product is: [F:21][C:18]1[CH:19]=[CH:20][C:14]2[S:13][C:12]([CH2:8][CH2:9][C:10]#[C:11][C:2]3[CH:7]=[CH:6][CH:5]=[CH:4][N:3]=3)=[N:16][C:15]=2[CH:17]=1.